From a dataset of Full USPTO retrosynthesis dataset with 1.9M reactions from patents (1976-2016). Predict the reactants needed to synthesize the given product. Given the product [CH2:15]([O:14][C:12]([NH:11][CH2:10][CH2:9][CH2:8][C@@H:2]([NH:1][C:47]([NH:36][CH2:35][C:32]1[CH:31]=[CH:30][C:29]([NH:28][C:27]([O:26][C:22]([CH3:25])([CH3:23])[CH3:24])=[O:37])=[CH:34][CH:33]=1)=[O:48])[C:3]([O:5][CH2:6][CH3:7])=[O:4])=[O:13])[C:16]1[CH:21]=[CH:20][CH:19]=[CH:18][CH:17]=1, predict the reactants needed to synthesize it. The reactants are: [NH2:1][C@H:2]([CH2:8][CH2:9][CH2:10][NH:11][C:12]([O:14][CH2:15][C:16]1[CH:21]=[CH:20][CH:19]=[CH:18][CH:17]=1)=[O:13])[C:3]([O:5][CH2:6][CH3:7])=[O:4].[C:22]([O:26][C:27](=[O:37])[NH:28][C:29]1[CH:34]=[CH:33][C:32]([CH2:35][NH2:36])=[CH:31][CH:30]=1)([CH3:25])([CH3:24])[CH3:23].C(N(CC)CC)C.C1C[O:48][CH2:47]C1.